This data is from Forward reaction prediction with 1.9M reactions from USPTO patents (1976-2016). The task is: Predict the product of the given reaction. (1) Given the reactants [Cl:1][C:2]1[CH:10]=[CH:9][C:8]([C:11]2[N:12]([C:22]([O:24][C:25]([CH3:28])([CH3:27])[CH3:26])=[O:23])[C:13]3[C:18]([CH:19]=2)=[CH:17][C:16]([CH:20]=O)=[CH:15][CH:14]=3)=[C:7]2[C:3]=1[CH2:4][NH:5][C:6]2=[O:29].[NH2:30][CH2:31][C:32]1[CH:37]=[CH:36][N:35]=[CH:34][CH:33]=1.C(O[BH-](OC(=O)C)OC(=O)C)(=O)C.[Na+], predict the reaction product. The product is: [Cl:1][C:2]1[CH:10]=[CH:9][C:8]([C:11]2[N:12]([C:22]([O:24][C:25]([CH3:26])([CH3:27])[CH3:28])=[O:23])[C:13]3[C:18]([CH:19]=2)=[CH:17][C:16]([CH2:20][NH:30][CH2:31][C:32]2[CH:37]=[CH:36][N:35]=[CH:34][CH:33]=2)=[CH:15][CH:14]=3)=[C:7]2[C:3]=1[CH2:4][NH:5][C:6]2=[O:29]. (2) Given the reactants [F:1][C:2]1[CH:10]=[C:9]([C:11]([F:14])([F:13])[F:12])[CH:8]=[CH:7][C:3]=1[C:4](Cl)=[O:5].N1C=CC=CC=1.[NH2:21][C:22]1[CH:31]=[C:30]2[C:25]([CH2:26][CH2:27][C:28](=[O:33])[N:29]2[CH3:32])=[CH:24][CH:23]=1, predict the reaction product. The product is: [F:1][C:2]1[CH:10]=[C:9]([C:11]([F:14])([F:13])[F:12])[CH:8]=[CH:7][C:3]=1[C:4]([NH:21][C:22]1[CH:31]=[C:30]2[C:25]([CH2:26][CH2:27][C:28](=[O:33])[N:29]2[CH3:32])=[CH:24][CH:23]=1)=[O:5].